From a dataset of Forward reaction prediction with 1.9M reactions from USPTO patents (1976-2016). Predict the product of the given reaction. Given the reactants [NH2:1][NH2:2].[C:3](/[N:5]=[C:6](\SC)/[NH:7][C:8]1[CH:13]=[C:12]([Cl:14])[C:11]([CH3:15])=[C:10]([Cl:16])[CH:9]=1)#[N:4], predict the reaction product. The product is: [Cl:14][C:12]1[CH:13]=[C:8]([NH:7][C:6]2[N:5]=[C:3]([NH2:4])[NH:2][N:1]=2)[CH:9]=[C:10]([Cl:16])[C:11]=1[CH3:15].